Dataset: Reaction yield outcomes from USPTO patents with 853,638 reactions. Task: Predict the reaction yield, written as a fraction of the theoretical maximum amount of product (1.0 means a 100% yield; for example, 0.34 means a 34% yield). (1) The reactants are [CH3:1][NH:2][C:3]1[CH:17]=[CH:16][C:6]([O:7][C:8]2[CH:13]=[CH:12][N:11]=[C:10]([C:14]#[N:15])[CH:9]=2)=[CH:5][C:4]=1[N+:18]([O-])=O.C([O-])([O-])=O.[Na+].[Na+].[O-]S(S([O-])=O)=O.[Na+].[Na+].CC(OO)=O. The catalyst is CCO.O. The product is [CH3:1][NH:2][C:3]1[CH:17]=[CH:16][C:6]([O:7][C:8]2[CH:13]=[CH:12][N:11]=[C:10]([C:14]#[N:15])[CH:9]=2)=[CH:5][C:4]=1[NH2:18]. The yield is 0.760. (2) The reactants are [CH3:1][C@@H:2]1[CH2:6][CH2:5][C:4](=C(C)C)[CH:3]1[C:10]([O:12][CH2:13][CH3:14])=[O:11].C(=O)=[O:16].C(O)(C)C. The catalyst is C(OCC)(=O)C. The product is [CH3:1][C@@H:2]1[CH2:6][CH2:5][C:4](=[O:16])[CH:3]1[C:10]([O:12][CH2:13][CH3:14])=[O:11]. The yield is 0.960.